This data is from Full USPTO retrosynthesis dataset with 1.9M reactions from patents (1976-2016). The task is: Predict the reactants needed to synthesize the given product. Given the product [Cl:26][CH2:25][CH2:24][CH2:23][O:16][C:13]1[CH:12]=[CH:11][C:10]([C:8]2[N:9]3[C:4]([N:5]=[C:6]4[CH2:21][CH2:20][CH2:19][CH2:18][CH2:17][C:7]=24)=[CH:3][CH:2]=[N:1]3)=[CH:15][CH:14]=1, predict the reactants needed to synthesize it. The reactants are: [N:1]1[N:9]2[C:4]([N:5]=[C:6]3[CH2:21][CH2:20][CH2:19][CH2:18][CH2:17][C:7]3=[C:8]2[C:10]2[CH:15]=[CH:14][C:13]([OH:16])=[CH:12][CH:11]=2)=[CH:3][CH:2]=1.Br[CH2:23][CH2:24][CH2:25][Cl:26].C([O-])([O-])=O.[K+].[K+].